From a dataset of Peptide-MHC class II binding affinity with 134,281 pairs from IEDB. Regression. Given a peptide amino acid sequence and an MHC pseudo amino acid sequence, predict their binding affinity value. This is MHC class II binding data. (1) The peptide sequence is ACSANNSHHYISMGK. The binding affinity (normalized) is 0.822. The MHC is DRB1_0101 with pseudo-sequence DRB1_0101. (2) The peptide sequence is AIAGAWENGVCGIRS. The MHC is DRB1_0401 with pseudo-sequence DRB1_0401. The binding affinity (normalized) is 0.348. (3) The binding affinity (normalized) is 0.222. The MHC is HLA-DQA10102-DQB10602 with pseudo-sequence HLA-DQA10102-DQB10602. The peptide sequence is SELYLYKVVKIEPLGVAP. (4) The peptide sequence is PADKYKTLEAAFTVS. The MHC is DRB1_0301 with pseudo-sequence DRB1_0301. The binding affinity (normalized) is 0.0467.